Dataset: Forward reaction prediction with 1.9M reactions from USPTO patents (1976-2016). Task: Predict the product of the given reaction. (1) Given the reactants Cl[C:2]1[C:7]([N+:8]([O-:10])=[O:9])=[CH:6][CH:5]=[C:4]([Cl:11])[N:3]=1.Cl.[CH3:13][O:14][C:15](=[O:24])[C@H:16]([CH2:18][CH2:19][C:20]([O:22][CH3:23])=[O:21])[NH2:17].C([O-])(O)=O.[Na+], predict the reaction product. The product is: [Cl:11][C:4]1[N:3]=[C:2]([NH:17][C@@H:16]([CH2:18][CH2:19][C:20]([O:22][CH3:23])=[O:21])[C:15]([O:14][CH3:13])=[O:24])[C:7]([N+:8]([O-:10])=[O:9])=[CH:6][CH:5]=1. (2) Given the reactants [N+:1]([C:4]1[CH:9]=[CH:8][C:7]([C:10]2[CH2:14][CH2:13][NH:12][N:11]=2)=[CH:6][CH:5]=1)([O-:3])=[O:2].[CH3:15][C:16]([O:19][C:20](O[C:20]([O:19][C:16]([CH3:18])([CH3:17])[CH3:15])=[O:21])=[O:21])([CH3:18])[CH3:17].O, predict the reaction product. The product is: [C:16]([O:19][C:20]([N:12]1[CH2:13][CH2:14][C:10]([C:7]2[CH:6]=[CH:5][C:4]([N+:1]([O-:3])=[O:2])=[CH:9][CH:8]=2)=[N:11]1)=[O:21])([CH3:18])([CH3:17])[CH3:15]. (3) Given the reactants [C:1]([O:5][C:6](=[O:18])[NH:7][C:8]1[CH:13]=[CH:12][C:11](I)=[CH:10][C:9]=1[N+:15]([O-:17])=[O:16])([CH3:4])([CH3:3])[CH3:2].[C:19]1([CH3:27])[CH:24]=[CH:23][C:22]([C:25]#[CH:26])=[CH:21][CH:20]=1, predict the reaction product. The product is: [C:1]([O:5][C:6](=[O:18])[NH:7][C:8]1[CH:13]=[CH:12][C:11]([C:26]#[C:25][C:22]2[CH:23]=[CH:24][C:19]([CH3:27])=[CH:20][CH:21]=2)=[CH:10][C:9]=1[N+:15]([O-:17])=[O:16])([CH3:4])([CH3:3])[CH3:2]. (4) Given the reactants FC(F)(F)S(O[C:7]1[CH:16]=[CH:15][C:14]2[CH2:13][CH2:12][CH:11]([NH:17][C:18]([O:20][C:21]([CH3:24])([CH3:23])[CH3:22])=[O:19])[CH:10]([CH2:25][C:26]3[CH:31]=[CH:30][C:29]([Cl:32])=[C:28]([Cl:33])[CH:27]=3)[C:9]=2[CH:8]=1)(=O)=O.[CH3:36][N:37](C)C=O, predict the reaction product. The product is: [C:36]([C:7]1[CH:8]=[C:9]2[C:14]([CH2:13][CH2:12][CH:11]([NH:17][C:18](=[O:19])[O:20][C:21]([CH3:22])([CH3:24])[CH3:23])[CH:10]2[CH2:25][C:26]2[CH:31]=[CH:30][C:29]([Cl:32])=[C:28]([Cl:33])[CH:27]=2)=[CH:15][CH:16]=1)#[N:37]. (5) The product is: [Cl:28][C:25]1[S:24][C:23]([C:16]2[C:15]([C:13]3[CH:12]=[CH:11][N:10]=[C:9]([NH2:8])[N:14]=3)=[CH:19][N:18]([CH:20]([CH3:22])[CH3:21])[N:17]=2)=[CH:27][CH:26]=1. Given the reactants C([NH:8][C:9]1[N:14]=[C:13]([C:15]2[C:16]([C:23]3[S:24][C:25]([Cl:28])=[CH:26][CH:27]=3)=[N:17][N:18]([CH:20]([CH3:22])[CH3:21])[CH:19]=2)[CH:12]=[CH:11][N:10]=1)C1C=CC=CC=1.O.[OH-].[Na+], predict the reaction product. (6) Given the reactants [F:1][C:2]1[CH:7]=[CH:6][CH:5]=[CH:4][C:3]=1[C:8](=O)[CH2:9][CH:10]([C:13]#[N:14])[C:11]#[N:12].[C:16]([OH:24])(=[S:23])[C:17]1[CH:22]=[CH:21][CH:20]=[CH:19][CH:18]=1.C(N(CC)CC)C.O, predict the reaction product. The product is: [C:17]1([C:16](=[O:24])[S:23][C:11]2[NH:12][C:8]([C:3]3[CH:4]=[CH:5][CH:6]=[CH:7][C:2]=3[F:1])=[CH:9][C:10]=2[C:13]#[N:14])[CH:22]=[CH:21][CH:20]=[CH:19][CH:18]=1.